This data is from Forward reaction prediction with 1.9M reactions from USPTO patents (1976-2016). The task is: Predict the product of the given reaction. (1) Given the reactants C(OC([N:8]([CH2:37][CH2:38][C:39]([OH:41])=[O:40])[CH2:9][C:10]([N:12]1[C:20]2[C:15](=[CH:16][C:17]([O:21][CH2:22][C:23]3[CH:28]=[CH:27][C:26]([C:29]4([CH3:32])[CH2:31][CH2:30]4)=[C:25]([C:33]([F:36])([F:35])[F:34])[CH:24]=3)=[CH:18][CH:19]=2)[CH2:14][CH2:13]1)=[O:11])=O)(C)(C)C.C(O)(C(F)(F)F)=O, predict the reaction product. The product is: [CH3:32][C:29]1([C:26]2[CH:27]=[CH:28][C:23]([CH2:22][O:21][C:17]3[CH:16]=[C:15]4[C:20](=[CH:19][CH:18]=3)[N:12]([C:10](=[O:11])[CH2:9][NH:8][CH2:37][CH2:38][C:39]([OH:41])=[O:40])[CH2:13][CH2:14]4)=[CH:24][C:25]=2[C:33]([F:36])([F:34])[F:35])[CH2:31][CH2:30]1. (2) The product is: [CH3:23][C:24]1[CH:28]=[CH:27][S:26][C:25]=1[S:29]([N:10]1[CH2:11][C:7]2[C:6]([NH:12][C:13]3[CH:14]=[N:15][C:16]4[C:21]([CH:22]=3)=[CH:20][CH:19]=[CH:18][CH:17]=4)=[N:5][CH:4]=[N:3][C:8]=2[CH2:9]1)(=[O:31])=[O:30]. Given the reactants Cl.Cl.[N:3]1[C:8]2[CH2:9][NH:10][CH2:11][C:7]=2[C:6]([NH:12][C:13]2[CH:14]=[N:15][C:16]3[C:21]([CH:22]=2)=[CH:20][CH:19]=[CH:18][CH:17]=3)=[N:5][CH:4]=1.[CH3:23][C:24]1[CH:28]=[CH:27][S:26][C:25]=1[S:29](Cl)(=[O:31])=[O:30].C(N(CC)C(C)C)(C)C.CN(C)C=O.C(NCC)C, predict the reaction product.